From a dataset of Forward reaction prediction with 1.9M reactions from USPTO patents (1976-2016). Predict the product of the given reaction. Given the reactants [CH3:1][N:2]1[CH2:6][CH2:5][CH2:4][C@H:3]1[C:7]([NH:9][C:10]1[CH:11]=[C:12]([C:16]2[N:25]=[C:24]([NH:26][C:27]3[CH:28]=[C:29]4[C:33](=[CH:34][CH:35]=3)[N:32](C(OC(C)(C)C)=O)[N:31]=[CH:30]4)[C:23]3[C:18](=[CH:19][CH:20]=[CH:21][CH:22]=3)[N:17]=2)[CH:13]=[CH:14][CH:15]=1)=[O:8].C(O)(C(F)(F)F)=O, predict the reaction product. The product is: [NH:32]1[C:33]2[C:29](=[CH:28][C:27]([NH:26][C:24]3[C:23]4[C:18](=[CH:19][CH:20]=[CH:21][CH:22]=4)[N:17]=[C:16]([C:12]4[CH:11]=[C:10]([NH:9][C:7]([C@@H:3]5[CH2:4][CH2:5][CH2:6][N:2]5[CH3:1])=[O:8])[CH:15]=[CH:14][CH:13]=4)[N:25]=3)=[CH:35][CH:34]=2)[CH:30]=[N:31]1.